From a dataset of Retrosynthesis with 50K atom-mapped reactions and 10 reaction types from USPTO. Predict the reactants needed to synthesize the given product. Given the product COC(=O)c1ccc(C)c(NC(=O)c2ccc(Br)s2)c1, predict the reactants needed to synthesize it. The reactants are: COC(=O)c1ccc(C)c(N)c1.O=C(O)c1ccc(Br)s1.